This data is from Full USPTO retrosynthesis dataset with 1.9M reactions from patents (1976-2016). The task is: Predict the reactants needed to synthesize the given product. (1) The reactants are: [CH2:1]([O:5][CH2:6][CH:7]1[O:9][CH2:8]1)[CH:2]1[O:4][CH2:3]1.[C:10](Cl)(=[O:13])[CH:11]=[CH2:12].N1C=CN=C1. Given the product [CH2:1]([O:5][CH2:6][CH:7]1[O:9][CH2:8]1)[CH:2]1[O:4][CH2:3]1.[C:10]([O-:13])(=[O:4])[CH:11]=[CH2:12], predict the reactants needed to synthesize it. (2) The reactants are: [F:1][C:2]1[CH:9]=[C:8]([F:10])[CH:7]=[CH:6][C:3]=1[CH2:4][NH2:5].[C:11](O)(=[O:18])[CH2:12][CH2:13][CH2:14][CH2:15][CH2:16][CH3:17].Cl.C(N=C=NCCCN(C)C)C. Given the product [F:1][C:2]1[CH:9]=[C:8]([F:10])[CH:7]=[CH:6][C:3]=1[CH2:4][NH:5][C:11](=[O:18])[CH2:12][CH2:13][CH2:14][CH2:15][CH2:16][CH3:17], predict the reactants needed to synthesize it. (3) Given the product [N:1]1[CH:21]=[CH:22][N:3]2[CH:4]=[CH:5][CH:6]=[CH:7][C:2]=12, predict the reactants needed to synthesize it. The reactants are: [NH2:1][C:2]1[CH:7]=[CH:6][CH:5]=[C:4](C(O)=O)[N:3]=1.F[P-](F)(F)(F)(F)F.N1(O[P+](N(C)C)(N(C)C)N(C)C)[C:22]2C=CC=C[C:21]=2N=N1.C(Cl)Cl.CCN(C(C)C)C(C)C. (4) Given the product [Cl:23][C:24]1[CH:29]=[CH:28][CH:27]=[C:26]([O:30][CH3:31])[C:25]=1[C:2]1[CH:22]=[CH:21][C:5]2[N:6]([CH3:20])[C:7](=[O:19])[CH2:8][N:9]=[C:10]([C:11]3[CH:12]=[C:13]([CH:16]=[CH:17][CH:18]=3)[C:14]#[N:15])[C:4]=2[CH:3]=1, predict the reactants needed to synthesize it. The reactants are: I[C:2]1[CH:22]=[CH:21][C:5]2[N:6]([CH3:20])[C:7](=[O:19])[CH2:8][N:9]=[C:10]([C:11]3[CH:12]=[C:13]([CH:16]=[CH:17][CH:18]=3)[C:14]#[N:15])[C:4]=2[CH:3]=1.[Cl:23][C:24]1[CH:29]=[CH:28][CH:27]=[C:26]([O:30][CH3:31])[C:25]=1B(O)O. (5) Given the product [F:25][C:17]1[CH:18]=[C:19]([O:23][CH3:24])[CH:20]=[C:21]([F:22])[C:16]=1[C:8]1[C:7]([CH2:6][O:5][C:27]2[CH:32]=[CH:31][C:30]([CH2:33][CH2:34][C:35]([OH:37])=[O:36])=[C:29]([CH3:40])[C:28]=2[CH3:41])=[C:11]([C:12]([F:15])([F:14])[F:13])[S:10][N:9]=1, predict the reactants needed to synthesize it. The reactants are: CS([O:5][CH2:6][C:7]1[C:8]([C:16]2[C:21]([F:22])=[CH:20][C:19]([O:23][CH3:24])=[CH:18][C:17]=2[F:25])=[N:9][S:10][C:11]=1[C:12]([F:15])([F:14])[F:13])(=O)=O.O[C:27]1[CH:32]=[CH:31][C:30]([CH2:33][CH2:34][C:35]([O:37]CC)=[O:36])=[C:29]([CH3:40])[C:28]=1[CH3:41]. (6) The reactants are: Br[C:2]1[C:10]2[N:9]3[CH2:11][CH2:12][NH:13][C:14](=[O:15])[C:8]3=[CH:7][C:6]=2[CH:5]=[C:4]([C:16]#[N:17])[CH:3]=1.[F:18][C:19]1[CH:24]=[CH:23][C:22](B(O)O)=[CH:21][C:20]=1[CH3:28]. Given the product [F:18][C:19]1[CH:24]=[CH:23][C:22]([C:2]2[C:10]3[N:9]4[CH2:11][CH2:12][NH:13][C:14](=[O:15])[C:8]4=[CH:7][C:6]=3[CH:5]=[C:4]([C:16]#[N:17])[CH:3]=2)=[CH:21][C:20]=1[CH3:28], predict the reactants needed to synthesize it. (7) Given the product [Br:1][C:2]1[CH:11]=[C:10]2[C:5]([C:6]([NH:23][CH2:24][CH2:25][CH2:26][OH:27])=[C:7]([N+:12]([O-:14])=[O:13])[CH:8]=[N:9]2)=[CH:4][CH:3]=1, predict the reactants needed to synthesize it. The reactants are: [Br:1][C:2]1[CH:11]=[C:10]2[C:5]([C:6](Cl)=[C:7]([N+:12]([O-:14])=[O:13])[CH:8]=[N:9]2)=[CH:4][CH:3]=1.C(N(CC)CC)C.[NH2:23][CH2:24][CH2:25][CH2:26][OH:27]. (8) Given the product [CH3:21][C:18]1([CH3:20])[C:17](=[O:22])[N:16]([C:13]2[CH:12]=[CH:11][C:10]([O:9][C:6]3[CH:7]=[CH:8][C:3]([C:1]#[N:2])=[C:4]([O:23][CH3:24])[CH:5]=3)=[CH:15][CH:14]=2)[C:33](=[O:36])[NH:19]1, predict the reactants needed to synthesize it. The reactants are: [C:1]([C:3]1[CH:8]=[CH:7][C:6]([O:9][C:10]2[CH:15]=[CH:14][C:13]([NH:16][C:17](=[O:22])[C:18]([CH3:21])([CH3:20])[NH2:19])=[CH:12][CH:11]=2)=[CH:5][C:4]=1[O:23][CH3:24])#[N:2].C(N(CC)CC)C.Cl[C:33]([O:36]C(=O)OC(Cl)(Cl)Cl)(Cl)Cl. (9) Given the product [F:1][C:2]1[CH:7]=[C:6]([C:8]2[CH:13]=[N:12][CH:11]=[C:10]3[N:14]([CH3:17])[N:15]=[CH:16][C:9]=23)[CH:5]=[CH:4][C:3]=1[NH:18][C:20]([NH:19][C:22]1[CH:27]=[CH:26][CH:25]=[C:24]([C:28]([F:29])([F:30])[F:31])[CH:23]=1)=[O:21], predict the reactants needed to synthesize it. The reactants are: [F:1][C:2]1[CH:7]=[C:6]([C:8]2[CH:13]=[N:12][CH:11]=[C:10]3[N:14]([CH3:17])[N:15]=[CH:16][C:9]=23)[CH:5]=[CH:4][C:3]=1[NH2:18].[N:19]([C:22]1[CH:27]=[CH:26][CH:25]=[C:24]([C:28]([F:31])([F:30])[F:29])[CH:23]=1)=[C:20]=[O:21].